Task: Predict the reaction yield, written as a fraction of the theoretical maximum amount of product (1.0 means a 100% yield; for example, 0.34 means a 34% yield).. Dataset: Reaction yield outcomes from USPTO patents with 853,638 reactions (1) The reactants are [CH2:1]([C:3]([C:7]1[CH:8]=[CH:9][C:10]([OH:17])=[C:11]([NH:13][C:14](=[O:16])[CH3:15])[CH:12]=1)(O)[CH2:4][CH3:5])[CH3:2].[NH:18]1[C:26]2[C:21](=[CH:22][CH:23]=[CH:24][C:25]=2[NH:27][S:28]([CH3:31])(=[O:30])=[O:29])[CH:20]=[CH:19]1.C(O)(C(F)(F)F)=O.C([O-])(O)=O.[Na+]. The catalyst is C(Cl)Cl. The product is [CH2:1]([C:3]([C:7]1[CH:8]=[CH:9][C:10]([OH:17])=[C:11]([NH:13][C:14](=[O:16])[CH3:15])[CH:12]=1)([C:20]1[C:21]2[C:26](=[C:25]([NH:27][S:28]([CH3:31])(=[O:29])=[O:30])[CH:24]=[CH:23][CH:22]=2)[NH:18][CH:19]=1)[CH2:4][CH3:5])[CH3:2]. The yield is 0.840. (2) The reactants are [S:1]1(=O)(=O)[CH2:5][CH2:4][C:3]2[CH:6]=[CH:7][CH:8]=[CH:9][C:2]1=2.[H-].[Al+3].[Li+].[H-].[H-].[H-].O. The catalyst is C(OCC)C.Cl. The product is [S:1]1[CH2:5][CH2:4][C:3]2[CH:6]=[CH:7][CH:8]=[CH:9][C:2]1=2. The yield is 0.460. (3) The reactants are [OH:1][C:2]1[CH:3]=[C:4]([CH:9]=[C:10]([OH:12])[CH:11]=1)[C:5]([O:7][CH3:8])=[O:6].C(=O)([O-])[O-].[K+].[K+].[CH2:19](Br)[C:20]1[CH:25]=[CH:24][CH:23]=[CH:22][CH:21]=1. The catalyst is CN(C=O)C. The product is [OH:1][C:2]1[CH:3]=[C:4]([CH:9]=[C:10]([O:12][CH2:19][C:20]2[CH:25]=[CH:24][CH:23]=[CH:22][CH:21]=2)[CH:11]=1)[C:5]([O:7][CH3:8])=[O:6]. The yield is 0.210. (4) The reactants are [CH2:1]([OH:10])[CH2:2][CH2:3][CH:4]([OH:9])[CH2:5][CH2:6][CH2:7][OH:8].[CH3:11][C:12](OCC1C2C(=CC=CC=2)C(COC(C)=O)=C2C=1C=CC=C2)=[O:13].[C:35](OCC)(=[O:37])[CH3:36]. The product is [C:12]([O:10][CH2:1][CH2:2][CH2:3][CH:4]([OH:9])[CH2:5][CH2:6][CH2:7][O:8][C:35](=[O:37])[CH3:36])(=[O:13])[CH3:11]. The yield is 0.500. The catalyst is N1C=CC=CC=1.